This data is from CYP2D6 substrate classification data from Carbon-Mangels et al.. The task is: Regression/Classification. Given a drug SMILES string, predict its absorption, distribution, metabolism, or excretion properties. Task type varies by dataset: regression for continuous measurements (e.g., permeability, clearance, half-life) or binary classification for categorical outcomes (e.g., BBB penetration, CYP inhibition). Dataset: cyp2d6_substrate_carbonmangels. (1) The molecule is Nc1c(Br)cc(Br)cc1CNC1CCC(O)CC1. The result is 0 (non-substrate). (2) The drug is COC(=O)[C@H]1[C@@H](O)CC[C@H]2CN3CCc4c([nH]c5ccccc45)[C@@H]3C[C@@H]21. The result is 1 (substrate). (3) The compound is CC[C@]1(c2ccccc2)NC(=O)N(C)C1=O. The result is 0 (non-substrate). (4) The compound is CCn1cc(C(=O)O)c(=O)c2cnc(N3CCNCC3)nc21. The result is 0 (non-substrate). (5) The drug is Cc1cccc(C)c1NC(=O)[C@H](C)N. The result is 0 (non-substrate). (6) The compound is Cc1cnc(NC(=O)C2=C(O)c3ccccc3S(=O)(=O)N2C)s1. The result is 0 (non-substrate). (7) The drug is NC(=O)C[S@H](=O)C(c1ccccc1)c1ccccc1. The result is 0 (non-substrate). (8) The result is 0 (non-substrate). The molecule is COc1ccc(CN(CCN(C)C)c2ccccn2)cc1. (9) The compound is CCC(=O)O[C@]1(C(=O)SCF)[C@H](C)C[C@H]2[C@@H]3C[C@H](F)C4=CC(=O)C=C[C@]4(C)[C@@]3(F)[C@@H](O)C[C@@]21C. The result is 0 (non-substrate).